This data is from Experimentally validated miRNA-target interactions with 360,000+ pairs, plus equal number of negative samples. The task is: Binary Classification. Given a miRNA mature sequence and a target amino acid sequence, predict their likelihood of interaction. (1) The miRNA is hsa-miR-1249-3p with sequence ACGCCCUUCCCCCCCUUCUUCA. The protein sequence of the target gene is MESVVRRCPFLSRVPQAFLQKAGKSLLFYAQNCPKMMEVGAKPAPRALSTAAVHYQQIKETPPASEKDKTAKAKVQQTPDGSQQSPDGTQLPSGHPLPATSQGTASKCPFLAAQMNQRGSSVFCKASLELQEDVQEMNAVRKEVAETSAGPSVVSVKTDGGDPSGLLKNFQDIMQKQRPERVSHLLQDNLPKSVSTFQYDRFFEKKIDEKKNDHTYRVFKTVNRRAHIFPMADDYSDSLITKKQVSVWCSNDYLGMSRHPRVCGAVMDTLKQHGAGAGGTRNISGTSKFHVDLERELADL.... Result: 0 (no interaction). (2) The miRNA is hsa-miR-3622a-3p with sequence UCACCUGACCUCCCAUGCCUGU. The protein sequence of the target gene is MRTAAGAVSPDSRPETRRQTRKNEEAAWGPRVCRAEREDNRKCPPSILKRSRPEHHRPEAKPQRTSRRVWFREPPAVTVHYIADKNATATVRVPGRPRPHGGSLLLQLCVCVLLVLALGLYCGRAKPVATALEDLRARLLGLVLHLRHVALTCWRGLLRL. Result: 1 (interaction).